Dataset: Forward reaction prediction with 1.9M reactions from USPTO patents (1976-2016). Task: Predict the product of the given reaction. (1) The product is: [CH3:7][C:4]1[N:3]([C:8]2[N:13]=[N:12][C:11]([C:14]3[CH:19]=[CH:18][C:17]([C:20]([C:25]4[CH:26]=[CH:27][C:28]([C:52]([OH:55])([CH3:53])[CH3:51])=[CH:29][CH:30]=4)([CH3:24])[CH:21]([CH3:22])[CH3:23])=[CH:16][CH:15]=3)=[CH:10][CH:9]=2)[C:2]([CH3:1])=[CH:6][CH:5]=1. Given the reactants [CH3:1][C:2]1[N:3]([C:8]2[N:13]=[N:12][C:11]([C:14]3[CH:19]=[CH:18][C:17]([C:20]([C:25]4[CH:30]=[CH:29][C:28](O)=[CH:27][CH:26]=4)([CH3:24])[CH:21]([CH3:23])[CH3:22])=[CH:16][CH:15]=3)=[CH:10][CH:9]=2)[C:4]([CH3:7])=[CH:5][CH:6]=1.ClC1N=NC(C2C=CC(C(C)(C3C=[CH:53][C:52]([O:55]CC4C=CC=CN=4)=[CH:51]C=3)C(C)C)=CC=2)=CC=1.CC(C1C=CC(C2ON=C(C(OCC)=O)C=2)=CC=1)(C1C=CC(OCC2C=CC=CN=2)=CC=1)C(C)C, predict the reaction product. (2) Given the reactants [F:1][C:2]([F:26])([F:25])[C:3]1[CH:4]=[C:5]([S:9]([CH:12]2[CH2:17][CH2:16][N:15]([C:18]([O:20][C:21]([CH3:24])([CH3:23])[CH3:22])=[O:19])[CH2:14][CH2:13]2)(=[O:11])=[O:10])[CH:6]=[CH:7][CH:8]=1.[Li][CH2:28]CCC.IC, predict the reaction product. The product is: [CH3:28][C:12]1([S:9]([C:5]2[CH:6]=[CH:7][CH:8]=[C:3]([C:2]([F:1])([F:25])[F:26])[CH:4]=2)(=[O:10])=[O:11])[CH2:13][CH2:14][N:15]([C:18]([O:20][C:21]([CH3:22])([CH3:23])[CH3:24])=[O:19])[CH2:16][CH2:17]1. (3) Given the reactants C([O:3][C:4]([C:6]1[S:7][C:8]([C:11]2[CH:16]=[CH:15][C:14]([C:17](=[O:21])[N:18]([CH3:20])[CH3:19])=[CH:13][CH:12]=2)=[CH:9][CH:10]=1)=[O:5])C.[OH-].[Li+:23], predict the reaction product. The product is: [CH3:19][N:18]([CH3:20])[C:17]([C:14]1[CH:15]=[CH:16][C:11]([C:8]2[S:7][C:6]([C:4]([O-:5])=[O:3])=[CH:10][CH:9]=2)=[CH:12][CH:13]=1)=[O:21].[Li+:23].